Dataset: Reaction yield outcomes from USPTO patents with 853,638 reactions. Task: Predict the reaction yield, written as a fraction of the theoretical maximum amount of product (1.0 means a 100% yield; for example, 0.34 means a 34% yield). (1) The reactants are [Br:1][C:2]1[CH:7]=[CH:6][C:5]([OH:8])=[CH:4][CH:3]=1.C([O-])([O-])=O.[K+].[K+].Cl.Cl[CH2:17][CH2:18][N:19]1[CH2:24][CH2:23][CH2:22][CH2:21][CH2:20]1. The catalyst is CN(C=O)C. The product is [Br:1][C:2]1[CH:7]=[CH:6][C:5]([O:8][CH2:17][CH2:18][N:19]2[CH2:24][CH2:23][CH2:22][CH2:21][CH2:20]2)=[CH:4][CH:3]=1. The yield is 0.780. (2) The reactants are [O:1]1[CH:5]=[CH:4][CH:3]=[C:2]1[C:6]1[O:7][C:8]([CH3:39])=[C:9]([CH2:11][O:12][C:13]2[CH:36]=[CH:35][C:16]([CH2:17][O:18][C:19]3[C:23]([C:24](OCC)=[O:25])=[CH:22][N:21]([C:29]4[CH:34]=[CH:33][CH:32]=[CH:31][CH:30]=4)[N:20]=3)=[CH:15][C:14]=2[O:37][CH3:38])[N:10]=1.[H-].[Al+3].[Li+].[H-].[H-].[H-].O.O.O.O.O.O.O.O.O.O.S([O-])([O-])(=O)=O.[Na+].[Na+]. The catalyst is O1CCCC1.C(OCC)(=O)C. The product is [O:1]1[CH:5]=[CH:4][CH:3]=[C:2]1[C:6]1[O:7][C:8]([CH3:39])=[C:9]([CH2:11][O:12][C:13]2[CH:36]=[CH:35][C:16]([CH2:17][O:18][C:19]3[C:23]([CH2:24][OH:25])=[CH:22][N:21]([C:29]4[CH:30]=[CH:31][CH:32]=[CH:33][CH:34]=4)[N:20]=3)=[CH:15][C:14]=2[O:37][CH3:38])[N:10]=1. The yield is 0.980. (3) The yield is 0.490. The product is [F:1][C:2]1[C:9]2[O:10][CH2:12][O:11][C:8]=2[CH:7]=[C:4]([CH:5]=[O:6])[CH:3]=1. The reactants are [F:1][C:2]1[CH:3]=[C:4]([CH:7]=[C:8]([OH:11])[C:9]=1[OH:10])[CH:5]=[O:6].[C:12]([O-])([O-])=O.[Cs+].[Cs+].O. The catalyst is CN(C=O)C. (4) The reactants are CCN(CC)CC.Br[CH2:9][CH2:10][CH2:11][CH2:12][C:13](Cl)=[O:14].[NH2:16][C:17]1[CH:22]=[CH:21][C:20]([B:23]2[O:31][C:28]([CH3:30])([CH3:29])[C:25]([CH3:27])([CH3:26])[O:24]2)=[CH:19][CH:18]=1.[H-].[Na+]. The catalyst is C(Cl)Cl.CN(C=O)C. The product is [CH3:29][C:28]1([CH3:30])[C:25]([CH3:26])([CH3:27])[O:24][B:23]([C:20]2[CH:21]=[CH:22][C:17]([N:16]3[CH2:9][CH2:10][CH2:11][CH2:12][C:13]3=[O:14])=[CH:18][CH:19]=2)[O:31]1. The yield is 0.361. (5) The reactants are Br[C:2]1[CH:10]=[CH:9][CH:8]=[C:7]2[C:3]=1[C:4]1([CH2:21][O:20][C:19]3[CH:22]=[C:23]4[C:27](=[CH:28][C:18]1=3)[CH2:26][CH2:25][O:24]4)[C:5](=[O:17])[N:6]2[CH2:11][C@H:12]1[CH2:16][CH2:15][CH2:14][O:13]1.O.[CH3:30][N:31]([CH3:41])[C:32]1[CH:37]=[CH:36][C:35](B(O)O)=[CH:34][N:33]=1.C(=O)([O-])[O-].[Na+].[Na+]. The catalyst is CN(C)C=O.C1C=CC([P]([Pd]([P](C2C=CC=CC=2)(C2C=CC=CC=2)C2C=CC=CC=2)([P](C2C=CC=CC=2)(C2C=CC=CC=2)C2C=CC=CC=2)[P](C2C=CC=CC=2)(C2C=CC=CC=2)C2C=CC=CC=2)(C2C=CC=CC=2)C2C=CC=CC=2)=CC=1. The product is [CH3:30][N:31]([CH3:41])[C:32]1[N:33]=[CH:34][C:35]([C:2]2[CH:10]=[CH:9][CH:8]=[C:7]3[C:3]=2[C:4]2([CH2:21][O:20][C:19]4[CH:22]=[C:23]5[C:27](=[CH:28][C:18]2=4)[CH2:26][CH2:25][O:24]5)[C:5](=[O:17])[N:6]3[CH2:11][C@H:12]2[CH2:16][CH2:15][CH2:14][O:13]2)=[CH:36][CH:37]=1. The yield is 0.730. (6) The product is [Cl:1][C:2]1[CH:7]=[C:6]([N+:8]([O-:10])=[O:9])[CH:5]=[C:4]([Cl:11])[C:3]=1[O:12][C:23](=[S:24])[N:22]([CH3:26])[CH3:21]. The reactants are [Cl:1][C:2]1[CH:7]=[C:6]([N+:8]([O-:10])=[O:9])[CH:5]=[C:4]([Cl:11])[C:3]=1[OH:12].N12CCN(CC1)CC2.[CH3:21][N:22]([CH3:26])[C:23](Cl)=[S:24]. The catalyst is CN(C)C=O.C(OCC)(=O)C. The yield is 0.750. (7) The reactants are [F:1][C:2]([F:16])([F:15])[C:3]1[C:4]([N:9]2[CH2:14][CH2:13][NH:12][CH2:11][CH2:10]2)=[N:5][CH:6]=[CH:7][CH:8]=1.[CH:17]1([CH2:22][C:23](O)=[O:24])[CH2:21][CH2:20][CH2:19][CH2:18]1.F[P-](F)(F)(F)(F)F.N1(O[P+](N(C)C)(N(C)C)N(C)C)C2C=CC=CC=2N=N1. The catalyst is CN(C)C=O. The product is [CH:17]1([CH2:22][C:23]([N:12]2[CH2:11][CH2:10][N:9]([C:4]3[C:3]([C:2]([F:1])([F:15])[F:16])=[CH:8][CH:7]=[CH:6][N:5]=3)[CH2:14][CH2:13]2)=[O:24])[CH2:21][CH2:20][CH2:19][CH2:18]1. The yield is 0.430.